Predict the reactants needed to synthesize the given product. From a dataset of Full USPTO retrosynthesis dataset with 1.9M reactions from patents (1976-2016). Given the product [C:25]1([C:2]2[C:10]3[C:5](=[CH:6][CH:7]=[C:8]([C:11]#[N:12])[CH:9]=3)[NH:4][N:3]=2)[CH:30]=[CH:29][CH:28]=[CH:27][CH:26]=1, predict the reactants needed to synthesize it. The reactants are: Br[C:2]1[C:10]2[C:5](=[CH:6][CH:7]=[C:8]([C:11]#[N:12])[CH:9]=2)[N:4](C(OC(C)(C)C)=O)[N:3]=1.C([Sn](CCCC)(CCCC)[C:25]1[CH:30]=[CH:29][CH:28]=[CH:27][CH:26]=1)CCC.